From a dataset of Forward reaction prediction with 1.9M reactions from USPTO patents (1976-2016). Predict the product of the given reaction. (1) Given the reactants [NH:1]1[C:9]2[C:4](=[CH:5][CH:6]=[CH:7][CH:8]=2)[C:3]([CH2:10][CH:11]([NH2:13])[CH3:12])=[CH:2]1.C(N(CC)CC)C.[C:21](Cl)(Cl)=[S:22].[CH3:25][N:26]([CH3:40])[C:27]1([C:34]2[CH:39]=[CH:38][CH:37]=[CH:36][CH:35]=2)[CH2:32][CH2:31][CH:30]([NH2:33])[CH2:29][CH2:28]1, predict the reaction product. The product is: [CH3:25][N:26]([CH3:40])[C:27]1([C:34]2[CH:39]=[CH:38][CH:37]=[CH:36][CH:35]=2)[CH2:32][CH2:31][CH:30]([NH:33][C:21]([NH:13][CH:11]([CH3:12])[CH2:10][C:3]2[C:4]3[C:9](=[CH:8][CH:7]=[CH:6][CH:5]=3)[NH:1][CH:2]=2)=[S:22])[CH2:29][CH2:28]1. (2) The product is: [OH:1][C@H:2]([CH2:45][OH:46])[C:3]([N:5]1[CH2:10][CH2:9][C@H:8]([O:11][C:12]2[CH:19]=[CH:18][C:17]([C:20]3[N:25]=[C:24]([NH:26][C:27]4[CH:32]=[CH:31][C:30]([N:33]5[CH2:34][CH2:35][N:36]([CH:39]6[CH2:40][O:41][CH2:42]6)[CH2:37][CH2:38]5)=[C:29]([CH3:43])[CH:28]=4)[N:23]=[CH:22][N:21]=3)=[CH:16][C:13]=2[C:14]#[N:15])[C@H:7]([F:44])[CH2:6]1)=[O:4]. Given the reactants [OH:1][C@@H:2]([CH2:45][OH:46])[C:3]([N:5]1[CH2:10][CH2:9][C@H:8]([O:11][C:12]2[CH:19]=[CH:18][C:17]([C:20]3[N:25]=[C:24]([NH:26][C:27]4[CH:32]=[CH:31][C:30]([N:33]5[CH2:38][CH2:37][N:36]([CH:39]6[CH2:42][O:41][CH2:40]6)[CH2:35][CH2:34]5)=[C:29]([CH3:43])[CH:28]=4)[N:23]=[CH:22][N:21]=3)=[CH:16][C:13]=2[C:14]#[N:15])[C@H:7]([F:44])[CH2:6]1)=[O:4].OC(CO)C(N1CC[C@H](OC2C=CC(C3N=C(NC4C=CC(N5CCN(C6COC6)CC5)=C(C)C=4)N=CN=3)=CC=2C#N)[C@H](F)C1)=O, predict the reaction product. (3) Given the reactants [H-].[Al+3].[Li+].[H-].[H-].[H-].[NH2:7][C:8]1[CH:9]=[C:10]([CH:16]=[C:17]([N:19]2[CH2:24][CH2:23][O:22][CH2:21][CH2:20]2)[CH:18]=1)[C:11](OCC)=[O:12].[OH-].[Na+].S([O-])([O-])(=O)=O.[Mg+2], predict the reaction product. The product is: [NH2:7][C:8]1[CH:9]=[C:10]([CH2:11][OH:12])[CH:16]=[C:17]([N:19]2[CH2:24][CH2:23][O:22][CH2:21][CH2:20]2)[CH:18]=1. (4) Given the reactants [O:1]([C:9]1[CH:10]=[C:11]([CH:14]=[CH:15][C:16]=1[O:17][Si:18]([C:21]([CH3:24])([CH3:23])[CH3:22])([CH3:20])[CH3:19])[CH:12]=[O:13])[Si:2]([C:5]([CH3:8])([CH3:7])[CH3:6])([CH3:4])[CH3:3].[N+:25]([CH3:28])([O-:27])=[O:26].Cl, predict the reaction product. The product is: [O:1]([C:9]1[CH:10]=[C:11]([C@@H:12]([OH:13])[CH2:28][N+:25]([O-:27])=[O:26])[CH:14]=[CH:15][C:16]=1[O:17][Si:18]([C:21]([CH3:24])([CH3:23])[CH3:22])([CH3:19])[CH3:20])[Si:2]([C:5]([CH3:8])([CH3:7])[CH3:6])([CH3:4])[CH3:3]. (5) Given the reactants Br[C:2]1[N:3]=[C:4]2[C:10]([C:11]([NH:13][C:14]([CH3:17])([CH3:16])[CH3:15])=[O:12])=[CH:9][N:8]([CH2:18][O:19][CH2:20][CH2:21][Si:22]([CH3:25])([CH3:24])[CH3:23])[C:5]2=[N:6][CH:7]=1.[CH3:26][N:27]1[CH:31]=[C:30]([NH2:32])[C:29]([CH3:33])=[N:28]1.CC1(C)C2C(=C(P(C3C=CC=CC=3)C3C=CC=CC=3)C=CC=2)OC2C(P(C3C=CC=CC=3)C3C=CC=CC=3)=CC=CC1=2.C(=O)([O-])[O-].[Cs+].[Cs+], predict the reaction product. The product is: [C:14]([NH:13][C:11]([C:10]1[C:4]2[C:5](=[N:6][CH:7]=[C:2]([NH:32][C:30]3[C:29]([CH3:33])=[N:28][N:27]([CH3:26])[CH:31]=3)[N:3]=2)[N:8]([CH2:18][O:19][CH2:20][CH2:21][Si:22]([CH3:25])([CH3:24])[CH3:23])[CH:9]=1)=[O:12])([CH3:17])([CH3:16])[CH3:15].